The task is: Regression. Given a peptide amino acid sequence and an MHC pseudo amino acid sequence, predict their binding affinity value. This is MHC class II binding data.. This data is from Peptide-MHC class II binding affinity with 134,281 pairs from IEDB. The binding affinity (normalized) is 0.555. The peptide sequence is LVGPTPVNIIGRNILTQIGC. The MHC is DRB1_0101 with pseudo-sequence DRB1_0101.